Dataset: Forward reaction prediction with 1.9M reactions from USPTO patents (1976-2016). Task: Predict the product of the given reaction. (1) Given the reactants [CH2:1]([O:3][C:4](=[O:13])[C:5]1[CH:10]=[CH:9][C:8]([OH:11])=[C:7]([OH:12])[CH:6]=1)[CH3:2].[CH2:14]([O:16][C:17](=O)[C:18]1C=C(N2CCCCC2)C=CC=1N)C.[C:32](=[O:35])([O-])[O-].[K+].[K+].N1CCC[CH2:40][CH2:39]1, predict the reaction product. The product is: [CH2:1]([O:3][C:4](=[O:13])[C:5]1[CH:10]=[CH:9][C:8]([O:11][CH2:39][CH2:40][O:35][CH3:32])=[C:7]([O:12][CH2:18][CH2:17][O:16][CH3:14])[CH:6]=1)[CH3:2]. (2) Given the reactants P([O-])(O)(O)=O.[K+].P([O-])([O-])(O)=O.[K+].[K+].C1C=[N+]([C@@H]2O[C@H](COP(OP(OC[C@H]3O[C@@H](N4C5N=CN=C(N)C=5N=C4)[C@H](O)[C@@H]3O)(O)=O)(O)=O)[C@@H](O)[C@H]2O)C=C(C(N)=O)C=1.CC(O)C.[O:62]=[C:63]1[CH2:68][CH2:67][CH2:66][CH2:65][CH:64]1[C:69]([O:71][CH2:72][CH3:73])=[O:70], predict the reaction product. The product is: [OH:62][CH:63]1[CH2:68][CH2:67][CH2:66][CH2:65][CH:64]1[C:69]([O:71][CH2:72][CH3:73])=[O:70]. (3) Given the reactants [C:1]([O:4][C@@H:5]1[C@@H:19]([O:20][C:21](=[O:23])[CH3:22])[C@H:18]([O:24][C:25](=[O:27])[CH3:26])[CH2:17][S:16][C@H:6]1[O:7][C:8]1[CH:13]=[CH:12][C:11](Br)=[CH:10][C:9]=1[F:15])(=[O:3])[CH3:2].[N:28]1[CH:33]=[CH:32][C:31](B(O)O)=[CH:30][CH:29]=1, predict the reaction product. The product is: [C:1]([O:4][C@@H:5]1[C@@H:19]([O:20][C:21](=[O:23])[CH3:22])[C@H:18]([O:24][C:25](=[O:27])[CH3:26])[CH2:17][S:16][C@H:6]1[O:7][C:8]1[CH:13]=[CH:12][C:11]([C:31]2[CH:32]=[CH:33][N:28]=[CH:29][CH:30]=2)=[CH:10][C:9]=1[F:15])(=[O:3])[CH3:2]. (4) Given the reactants CC(O)(C)[C:3]#[C:4][C:5]1[CH:6]=[C:7]([N:11]2[CH2:17][CH2:16][CH2:15][N:14]([C:18]([O:20][C:21]([CH3:24])([CH3:23])[CH3:22])=[O:19])[CH2:13][CH2:12]2)[CH:8]=[N:9][CH:10]=1.[H-].[Na+], predict the reaction product. The product is: [C:4]([C:5]1[CH:6]=[C:7]([N:11]2[CH2:17][CH2:16][CH2:15][N:14]([C:18]([O:20][C:21]([CH3:24])([CH3:23])[CH3:22])=[O:19])[CH2:13][CH2:12]2)[CH:8]=[N:9][CH:10]=1)#[CH:3]. (5) Given the reactants [F:1][C:2]([F:20])([F:19])[C:3]1[CH:8]=[CH:7][C:6]([C@@H:9]2[C:18]3[C:13](=[CH:14][CH:15]=[CH:16][CH:17]=3)[CH2:12][CH2:11][NH:10]2)=[CH:5][CH:4]=1.CCN(C(C)C)C(C)C.[F:30][C:31]1([F:40])[CH2:36][CH2:35][CH:34]([C:37](O)=[O:38])[CH2:33][CH2:32]1.CN(C(ON1N=NC2C=CC=NC1=2)=[N+](C)C)C.F[P-](F)(F)(F)(F)F, predict the reaction product. The product is: [F:30][C:31]1([F:40])[CH2:36][CH2:35][CH:34]([C:37]([N:10]2[CH2:11][CH2:12][C:13]3[C:18](=[CH:17][CH:16]=[CH:15][CH:14]=3)[C@H:9]2[C:6]2[CH:5]=[CH:4][C:3]([C:2]([F:1])([F:19])[F:20])=[CH:8][CH:7]=2)=[O:38])[CH2:33][CH2:32]1.